This data is from Reaction yield outcomes from USPTO patents with 853,638 reactions. The task is: Predict the reaction yield, written as a fraction of the theoretical maximum amount of product (1.0 means a 100% yield; for example, 0.34 means a 34% yield). (1) The reactants are Cl[CH2:2][C:3]1[O:4][C:5]([C:14]2[CH:19]=[CH:18][C:17]([S:20]([NH2:23])(=[O:22])=[O:21])=[CH:16][CH:15]=2)=[C:6]([C:8]2[CH:13]=[CH:12][CH:11]=[CH:10][CH:9]=2)[N:7]=1.C(=O)([O-])[O-].[K+].[K+].CN(C)C=O.[F:35][C:36]1[CH:37]=[C:38]([OH:50])[CH:39]=[C:40]([C:42]2([O:48][CH3:49])[CH2:47][CH2:46][O:45][CH2:44][CH2:43]2)[CH:41]=1. The catalyst is O. The product is [F:35][C:36]1[CH:37]=[C:38]([CH:39]=[C:40]([C:42]2([O:48][CH3:49])[CH2:43][CH2:44][O:45][CH2:46][CH2:47]2)[CH:41]=1)[O:50][CH2:2][C:3]1[O:4][C:5]([C:14]2[CH:19]=[CH:18][C:17]([S:20]([NH2:23])(=[O:22])=[O:21])=[CH:16][CH:15]=2)=[C:6]([C:8]2[CH:13]=[CH:12][CH:11]=[CH:10][CH:9]=2)[N:7]=1. The yield is 0.400. (2) The reactants are O[C:2]1([CH3:16])[NH:6][C:5](=[O:7])[CH:4]=[C:3]1[C:8]1[CH:13]=[CH:12][C:11]([O:14][CH3:15])=[CH:10][CH:9]=1.O=P12OP3(OP(OP(O3)(O1)=O)(=O)O2)=O. The catalyst is ClCCl. The product is [CH3:15][O:14][C:11]1[CH:12]=[CH:13][C:8]([C:3]2[C:2](=[CH2:16])[NH:6][C:5](=[O:7])[CH:4]=2)=[CH:9][CH:10]=1. The yield is 0.440.